From a dataset of Peptide-MHC class I binding affinity with 185,985 pairs from IEDB/IMGT. Regression. Given a peptide amino acid sequence and an MHC pseudo amino acid sequence, predict their binding affinity value. This is MHC class I binding data. (1) The peptide sequence is EDQLLPFMSD. The MHC is H-2-Kb with pseudo-sequence H-2-Kb. The binding affinity (normalized) is 0.0156. (2) The peptide sequence is KSFLWTQSL. The MHC is HLA-C15:02 with pseudo-sequence YYAGYRENYRQTDVNKLYIRYDLYTWAELAYTWY. The binding affinity (normalized) is 0.898. (3) The peptide sequence is STCYVFGLY. The MHC is H-2-Dd with pseudo-sequence YVEYYRERAGNSFVDTAYLWAWFYTWAADAYEWY. The binding affinity (normalized) is 0.0638. (4) The peptide sequence is DVSPLMHLF. The MHC is HLA-A02:10 with pseudo-sequence YYAMYGEKVAHTHVDTLYVRFHYYTWAVLAYTWY. The binding affinity (normalized) is 0.0847. (5) The binding affinity (normalized) is 0.109. The peptide sequence is NLYNIRNL. The MHC is HLA-A68:02 with pseudo-sequence HLA-A68:02. (6) The peptide sequence is LVAEMDGIQY. The MHC is HLA-A24:02 with pseudo-sequence HLA-A24:02. The binding affinity (normalized) is 0. (7) The peptide sequence is REVFYFGKF. The MHC is HLA-B44:02 with pseudo-sequence HLA-B44:02. The binding affinity (normalized) is 0.0847. (8) The peptide sequence is CRTLLSRVYQI. The MHC is Mamu-A07 with pseudo-sequence Mamu-A07. The binding affinity (normalized) is 0.0457. (9) The peptide sequence is ETIEILRNYL. The MHC is HLA-A68:02 with pseudo-sequence HLA-A68:02. The binding affinity (normalized) is 1.00.